This data is from Forward reaction prediction with 1.9M reactions from USPTO patents (1976-2016). The task is: Predict the product of the given reaction. (1) Given the reactants C[O:2][P:3](=[O:32])([O:30]C)[O:4][CH2:5][CH2:6][CH2:7][CH2:8][CH2:9][N:10]1[C:19]2[C:14]([C:15](=[O:21])[NH:16][C:17](=[O:20])[N:18]=2)=[N:13][C:12]2[CH:22]=[C:23]([CH3:29])[C:24]([N:26]([CH3:28])[CH3:27])=[CH:25][C:11]1=2.C[Si](Br)(C)C, predict the reaction product. The product is: [CH3:28][N:26]([CH3:27])[C:24]1[C:23]([CH3:29])=[CH:22][C:12]2[N:13]=[C:14]3[C:19]([N:10]([CH2:9][CH2:8][CH2:7][CH2:6][CH2:5][O:4][P:3](=[O:2])([OH:30])[OH:32])[C:11]=2[CH:25]=1)=[N:18][C:17](=[O:20])[NH:16][C:15]3=[O:21]. (2) Given the reactants ClC1N=[C:9](Cl)[CH:8]=[CH:7][C:3]=1[C:4](N)=O.[Cl:12][C:13]1[CH:21]=[CH:20][C:16]([C:17]([NH2:19])=[O:18])=[C:15]([NH:22][CH2:23][CH2:24][O:25][CH3:26])[N:14]=1.[CH2:27](N(CC)CC)C, predict the reaction product. The product is: [CH2:26]([O:25][CH2:24][CH2:23][NH:22][C:15]1[N:14]=[C:13]([Cl:12])[CH:21]=[CH:20][C:16]=1[C:17]([NH2:19])=[O:18])[C:4]1[CH:3]=[CH:7][CH:8]=[CH:9][CH:27]=1. (3) Given the reactants [O:1]=[C:2]1[CH2:7][C:6](=[O:8])[CH2:5][CH2:4][N:3]1[C:9]([O:11][C:12]([CH3:15])([CH3:14])[CH3:13])=[O:10].C[Si]([N-][Si](C)(C)C)(C)C.[Li+].I[CH2:27][CH3:28], predict the reaction product. The product is: [C:12]([O:11][C:9]([N:3]1[CH2:4][CH:5]([CH2:27][CH3:28])[C:6](=[O:8])[CH2:7][C:2]1=[O:1])=[O:10])([CH3:15])([CH3:14])[CH3:13]. (4) Given the reactants ClC([O:4][CH2:5][CH:6]([CH3:8])C)=O.[C:9]([O:13][C:14](CCC(N)C(O)=O)=[O:15])([CH3:12])([CH3:11])[CH3:10].[CH3:23][N:24]1CCOCC1.[NH2:30][C:31]1[N:39]=[C:38]2[C:34]([C:35]([C:47]3[CH:52]=[CH:51][N:50]=[CH:49][CH:48]=3)=[C:36]([C:40]3[CH:45]=[CH:44][C:43]([F:46])=[CH:42][CH:41]=3)[NH:37]2)=[CH:33][CH:32]=1.C(=O)(O)[O-], predict the reaction product. The product is: [C:9]([O:13][C:14]([NH:24][CH2:23][CH2:8][CH2:6][C:5]([NH:30][C:31]1[N:39]=[C:38]2[C:34]([C:35]([C:47]3[CH:52]=[CH:51][N:50]=[CH:49][CH:48]=3)=[C:36]([C:40]3[CH:41]=[CH:42][C:43]([F:46])=[CH:44][CH:45]=3)[NH:37]2)=[CH:33][CH:32]=1)=[O:4])=[O:15])([CH3:10])([CH3:11])[CH3:12]. (5) Given the reactants [I:1][C:2]1[CH:3]=[N:4][C:5]2[C:10]([CH:11]=1)=[CH:9][C:8]([OH:12])=[CH:7][CH:6]=2.[CH2:13]([O:15][C:16](=[O:21])[CH:17](Br)[CH2:18][CH3:19])[CH3:14].C(=O)([O-])[O-].[K+].[K+], predict the reaction product. The product is: [CH2:13]([O:15][C:16](=[O:21])[CH:17]([O:12][C:8]1[CH:9]=[C:10]2[C:5](=[CH:6][CH:7]=1)[N:4]=[CH:3][C:2]([I:1])=[CH:11]2)[CH2:18][CH3:19])[CH3:14].